Dataset: Full USPTO retrosynthesis dataset with 1.9M reactions from patents (1976-2016). Task: Predict the reactants needed to synthesize the given product. (1) Given the product [Cl:1][C:2]1[C:7]([N:8]2[CH2:13][CH2:12][N:11]([CH:14]3[CH2:17][O:16][CH2:15]3)[CH2:10][CH2:9]2)=[CH:6][C:5]([CH:18]([F:19])[F:20])=[CH:4][C:3]=1[NH:21][C:22]1[N:27]=[C:26]([NH:28][CH:38]2[CH2:40][CH2:39]2)[C:25]2=[N:41][CH:42]=[C:43]([C:44]#[N:45])[N:24]2[N:23]=1, predict the reactants needed to synthesize it. The reactants are: [Cl:1][C:2]1[C:7]([N:8]2[CH2:13][CH2:12][N:11]([CH:14]3[CH2:17][O:16][CH2:15]3)[CH2:10][CH2:9]2)=[CH:6][C:5]([CH:18]([F:20])[F:19])=[CH:4][C:3]=1[NH:21][C:22]1[N:27]=[C:26]([N:28]([CH:38]2[CH2:40][CH2:39]2)CC2C=CC(OC)=CC=2)[C:25]2=[N:41][CH:42]=[C:43]([C:44]#[N:45])[N:24]2[N:23]=1.C1(OC)C=CC=CC=1.C(O)(C(F)(F)F)=O. (2) Given the product [CH:19]([C@H:16]1[CH2:15][O:14][C@H:13]([CH2:12][OH:11])[CH2:18][O:17]1)=[CH2:20], predict the reactants needed to synthesize it. The reactants are: CC1C=CC(S([O:11][CH2:12][C@@H:13]2[CH2:18][O:17][C@@H:16]([CH:19]=[CH2:20])[CH2:15][O:14]2)(=O)=O)=CC=1.O.[OH-].[Na+]. (3) The reactants are: C[O:2][C:3]([C:5]1[N:10]=[C:9]([N:11]2[CH2:15][CH2:14][CH2:13][CH:12]2[C:16]2[O:20][N:19]=[C:18]([C:21]3[CH:26]=[CH:25][CH:24]=[CH:23][N:22]=3)[CH:17]=2)[N:8]=[C:7]([NH:27][C:28]2[CH:32]=[C:31]([CH3:33])[NH:30][N:29]=2)[CH:6]=1)=O.[CH3:34][NH2:35]. Given the product [CH3:34][NH:35][C:3]([C:5]1[N:10]=[C:9]([N:11]2[CH2:15][CH2:14][CH2:13][CH:12]2[C:16]2[O:20][N:19]=[C:18]([C:21]3[CH:26]=[CH:25][CH:24]=[CH:23][N:22]=3)[CH:17]=2)[N:8]=[C:7]([NH:27][C:28]2[CH:32]=[C:31]([CH3:33])[NH:30][N:29]=2)[CH:6]=1)=[O:2], predict the reactants needed to synthesize it. (4) The reactants are: [F:1][C:2]([F:8])([F:7])[S:3]([O-:6])(=[O:5])=[O:4].[F:9][C:10]1[CH:15]=[C:14]([C:16]([O:18]C)=[O:17])[CH:13]=[CH:12][C:11]=1[N+:20]([CH3:23])([CH3:22])[CH3:21].FC(F)(F)C(O)=O. Given the product [F:1][C:2]([F:8])([F:7])[S:3]([O-:6])(=[O:5])=[O:4].[C:16]([C:14]1[CH:13]=[CH:12][C:11]([N+:20]([CH3:22])([CH3:21])[CH3:23])=[C:10]([F:9])[CH:15]=1)([OH:18])=[O:17], predict the reactants needed to synthesize it. (5) Given the product [F:24][C:25]1[CH:26]=[C:27]([C@H:46]2[CH2:45][C:44](=[O:50])[C:43]3[C:48](=[CH:49][C:40]([O:39][CH3:38])=[CH:41][CH:42]=3)[O:47]2)[CH:28]=[CH:29][C:30]=1[C:31]([O:33][CH3:34])=[O:32], predict the reactants needed to synthesize it. The reactants are: C([C@H]1COC(C2C=CC=CN=2)=N1)(C)(C)C.[NH4+].F[P-](F)(F)(F)(F)F.[F:24][C:25]1[CH:26]=[C:27](B(O)O)[CH:28]=[CH:29][C:30]=1[C:31]([O:33][CH3:34])=[O:32].[CH3:38][O:39][C:40]1[CH:49]=[C:48]2[C:43]([C:44](=[O:50])[CH:45]=[CH:46][O:47]2)=[CH:42][CH:41]=1.O. (6) Given the product [ClH:4].[CH3:5][C:6]1[C:7]([N:24]2[CH2:29][CH2:28][O:27][CH2:26][CH2:25]2)=[C:8]([CH2:15][NH2:16])[CH:9]=[C:10]([N+:12]([O-:14])=[O:13])[CH:11]=1, predict the reactants needed to synthesize it. The reactants are: C([Cl:4])(=O)C.[CH3:5][C:6]1[C:7]([N:24]2[CH2:29][CH2:28][O:27][CH2:26][CH2:25]2)=[C:8]([CH2:15][NH:16]C(=O)OC(C)(C)C)[CH:9]=[C:10]([N+:12]([O-:14])=[O:13])[CH:11]=1. (7) The reactants are: [CH:1]([NH:4][C:5]([N:7]1[CH2:12][C:11](=[O:13])[N:10]2[CH:14]([C:17]3[CH:22]=[CH:21][CH:20]=[CH:19][CH:18]=3)[CH2:15][CH2:16][CH:9]2[CH2:8]1)=[O:6])([CH3:3])[CH3:2].C[Si]([N-][Si](C)(C)C)(C)C.[Li+].C1COCC1.[C:38](OCC)(=[O:44])[C:39](OCC)=[O:40]. Given the product [OH:44][C:38]1[C:39](=[O:40])[N:4]([CH:1]([CH3:3])[CH3:2])[C:5](=[O:6])[N:7]2[CH2:8][C@@H:9]3[CH2:16][CH2:15][C@H:14]([C:17]4[CH:22]=[CH:21][CH:20]=[CH:19][CH:18]=4)[N:10]3[C:11](=[O:13])[C:12]=12, predict the reactants needed to synthesize it. (8) Given the product [CH:29]1([NH:34][C:35]([C:37]2[N:38]([CH3:1])[CH:39]=[C:40]([C:42]([C:44]3[C:45]([C:50]4[CH:55]=[CH:54][CH:53]=[C:52]([F:56])[CH:51]=4)=[N:46][O:47][C:48]=3[CH3:49])=[O:43])[CH:41]=2)=[O:36])[CH2:30][CH2:31][CH2:32][CH2:33]1, predict the reactants needed to synthesize it. The reactants are: [CH:1]1(CNC(C2N(C)C=C(C(C3C(C4C=CC(F)=CC=4)=NOC=3C)=O)C=2)=O)CC1.[CH:29]1([NH:34][C:35]([C:37]2[NH:38][CH:39]=[C:40]([C:42]([C:44]3[C:45]([C:50]4[CH:55]=[CH:54][CH:53]=[C:52]([F:56])[CH:51]=4)=[N:46][O:47][C:48]=3[CH3:49])=[O:43])[CH:41]=2)=[O:36])[CH2:33][CH2:32][CH2:31][CH2:30]1.